From a dataset of Catalyst prediction with 721,799 reactions and 888 catalyst types from USPTO. Predict which catalyst facilitates the given reaction. (1) Reactant: [OH:1][CH2:2][CH2:3][C@@H:4]1[CH2:6][C@@H:5]1[CH:7]1[CH2:12][CH2:11][N:10]([C:13]([O:15]CC2C=CC=CC=2)=O)[CH2:9][CH2:8]1.[N:23]1([C:28]2[CH:33]=[CH:32][C:31](O)=[CH:30][CH:29]=2)[CH:27]=[N:26][N:25]=[N:24]1.[C:48]1(P([C:48]2[CH:53]=[CH:52][CH:51]=[CH:50][CH:49]=2)[C:48]2[CH:53]=[CH:52][CH:51]=[CH:50][CH:49]=2)[CH:53]=[CH:52][CH:51]=[CH:50][CH:49]=1.N(C(OC(C)(C)C)=O)=N[C:56](OC(C)(C)C)=O. Product: [CH:48]1([CH2:56][C:13]([N:10]2[CH2:9][CH2:8][CH:7]([C@H:5]3[CH2:6][C@H:4]3[CH2:3][CH2:2][O:1][C:31]3[CH:32]=[CH:33][C:28]([N:23]4[CH:27]=[N:26][N:25]=[N:24]4)=[CH:29][CH:30]=3)[CH2:12][CH2:11]2)=[O:15])[CH2:49][CH2:50][CH2:51][CH2:52][CH2:53]1. The catalyst class is: 4. (2) Reactant: [C:1](/[C:3](/[CH2:15][C:16]([CH3:19])([CH3:18])[CH3:17])=[CH:4]\[NH:5][CH:6]([C:11]([O:13][CH3:14])=[O:12])C(OC)=O)#[N:2].C[O-].[Na+]. Product: [NH2:2][C:1]1[C:3]([CH2:15][C:16]([CH3:17])([CH3:18])[CH3:19])=[CH:4][NH:5][C:6]=1[C:11]([O:13][CH3:14])=[O:12]. The catalyst class is: 5. (3) Reactant: [CH:1]1([NH2:4])[CH2:3][CH2:2]1.[CH3:5][O:6][C:7]([C:9]1[CH:10]=[C:11]([CH3:32])[C:12]2[O:18][C:17]3[C:19]([Cl:28])=[CH:20][C:21]([NH:23][C:24](=[O:27])[CH2:25]Cl)=[CH:22][C:16]=3[CH2:15][S:14](=[O:30])(=[O:29])[C:13]=2[CH:31]=1)=[O:8]. Product: [CH3:5][O:6][C:7]([C:9]1[CH:10]=[C:11]([CH3:32])[C:12]2[O:18][C:17]3[C:19]([Cl:28])=[CH:20][C:21]([NH:23][C:24](=[O:27])[CH2:25][NH:4][CH:1]4[CH2:3][CH2:2]4)=[CH:22][C:16]=3[CH2:15][S:14](=[O:30])(=[O:29])[C:13]=2[CH:31]=1)=[O:8]. The catalyst class is: 3. (4) Reactant: Cl[C:2]1[C:11]2[C:6](=[C:7]([Cl:12])[CH:8]=[CH:9][CH:10]=2)[C:5]([O:13][C:14]2[CH:15]=[CH:16][C:17]([F:24])=[C:18]([CH:23]=2)[C:19]([O:21][CH3:22])=[O:20])=[N:4][N:3]=1.C(O)(=[O:27])C.C([O-])(=O)C.[Na+]. Product: [Cl:12][C:7]1[CH:8]=[CH:9][CH:10]=[C:11]2[C:6]=1[C:5]([O:13][C:14]1[CH:15]=[CH:16][C:17]([F:24])=[C:18]([CH:23]=1)[C:19]([O:21][CH3:22])=[O:20])=[N:4][NH:3][C:2]2=[O:27]. The catalyst class is: 13. (5) Reactant: [NH4+:1].[OH-].[Cl:3][C:4]1[CH:9]=[C:8]([C:10]([CH3:15])([C:12](=[O:14])[CH3:13])[CH3:11])[CH:7]=[CH:6][C:5]=1[S:16](Cl)(=[O:18])=[O:17]. Product: [Cl:3][C:4]1[CH:9]=[C:8]([C:10]([CH3:15])([C:12](=[O:14])[CH3:13])[CH3:11])[CH:7]=[CH:6][C:5]=1[S:16]([NH2:1])(=[O:18])=[O:17]. The catalyst class is: 1.